This data is from Full USPTO retrosynthesis dataset with 1.9M reactions from patents (1976-2016). The task is: Predict the reactants needed to synthesize the given product. (1) Given the product [OH:11][CH:8]1[CH2:7][CH2:6][CH:5]2[CH:9]1[CH2:10][C:4]2=[O:3], predict the reactants needed to synthesize it. The reactants are: C([O:3][C:4]1(OCC)[CH2:10][CH:9]2[CH:5]1[CH2:6][CH2:7][C:8]2=[O:11])C.[BH4-].[Na+]. (2) Given the product [CH2:14]([C:21]1[CH:26]=[C:25]([CH3:27])[N:24]=[C:23]([NH:13][C:4]2[CH:5]=[CH:6][C:7]([N:8]3[CH:12]=[N:11][CH:10]=[N:9]3)=[C:2]([F:1])[CH:3]=2)[N:22]=1)[C:15]1[CH:16]=[CH:17][CH:18]=[CH:19][CH:20]=1, predict the reactants needed to synthesize it. The reactants are: [F:1][C:2]1[CH:3]=[C:4]([NH2:13])[CH:5]=[CH:6][C:7]=1[N:8]1[CH:12]=[N:11][CH:10]=[N:9]1.[CH2:14]([C:21]1[CH:26]=[C:25]([CH3:27])[N:24]=[C:23](Cl)[N:22]=1)[C:15]1[CH:20]=[CH:19][CH:18]=[CH:17][CH:16]=1. (3) Given the product [NH:15]1[CH2:42][CH2:41][CH:18]([CH2:14][N:15]([CH2:16][CH2:17][CH3:18])[CH:19]2[CH2:20][C:21]3[CH:22]=[C:23]([O:29][S:30]([C:33]4[C:34]([CH3:39])=[N:35][O:36][C:37]=4[CH3:38])(=[O:31])=[O:32])[CH:24]=[CH:25][C:26]=3[CH2:27][CH2:28]2)[CH2:17][CH2:16]1, predict the reactants needed to synthesize it. The reactants are: C(OC(N1CCCCC1[CH2:14][N:15]([CH:19]1[CH2:28][CH2:27][C:26]2[C:21](=[CH:22][C:23]([O:29][S:30]([C:33]3[C:34]([CH3:39])=[N:35][O:36][C:37]=3[CH3:38])(=[O:32])=[O:31])=[CH:24][CH:25]=2)[CH2:20]1)[CH2:16][CH2:17][CH3:18])=O)(C)(C)C.F[C:41](F)(F)[C:42](O)=O. (4) Given the product [CH3:1][C:2]1[C:6]([C:7]2[C:16]3[C:11](=[CH:12][CH:13]=[CH:14][CH:15]=3)[CH:10]=[CH:9][CH:8]=2)=[C:5]([S:17][CH2:18][C:19]([OH:21])=[O:20])[S:4][N:3]=1, predict the reactants needed to synthesize it. The reactants are: [CH3:1][C:2]1[C:6]([C:7]2[C:16]3[C:11](=[CH:12][CH:13]=[CH:14][CH:15]=3)[CH:10]=[CH:9][CH:8]=2)=[C:5]([S:17][CH2:18][C:19]([O:21]CC)=[O:20])[S:4][N:3]=1.[OH-].[Na+]. (5) The reactants are: [Al+3].[Cl-].[Cl-].[Cl-].[F:5][C:6]1[CH:14]=[CH:13][C:9]([C:10](Cl)=[O:11])=[CH:8][CH:7]=1.[Br:15][C:16]1[CH:17]=[C:18]([O:22][CH3:23])[CH:19]=[CH:20][CH:21]=1.Cl. Given the product [Br:15][C:16]1[CH:21]=[CH:20][C:19]([C:10]([C:9]2[CH:13]=[CH:14][C:6]([F:5])=[CH:7][CH:8]=2)=[O:11])=[C:18]([O:22][CH3:23])[CH:17]=1, predict the reactants needed to synthesize it. (6) Given the product [I-:1].[Cl:3][C:4]1[CH:5]=[CH:6][C:7]([NH:10][C:11](=[O:36])[NH:12][C@H:13]([C:30]2[CH:31]=[CH:32][CH:33]=[CH:34][CH:35]=2)[C:14]([NH:16][C:17]2[CH:22]=[CH:21][C:20]([N+:23]3[CH2:27][CH2:26][CH2:25][C:24]=3[S:28][CH3:2])=[C:19]([CH3:29])[CH:18]=2)=[O:15])=[CH:8][CH:9]=1, predict the reactants needed to synthesize it. The reactants are: [I:1][CH3:2].[Cl:3][C:4]1[CH:9]=[CH:8][C:7]([NH:10][C:11](=[O:36])[NH:12][C@H:13]([C:30]2[CH:35]=[CH:34][CH:33]=[CH:32][CH:31]=2)[C:14]([NH:16][C:17]2[CH:22]=[CH:21][C:20]([N:23]3[CH2:27][CH2:26][CH2:25][C:24]3=[S:28])=[C:19]([CH3:29])[CH:18]=2)=[O:15])=[CH:6][CH:5]=1. (7) Given the product [C:1]([NH:13][NH2:14])(=[O:9])[C:2]1[CH:7]=[CH:6][CH:5]=[CH:4][CH:3]=1, predict the reactants needed to synthesize it. The reactants are: [C:1]([O:9]CC)(=O)[C:2]1[CH:7]=[CH:6][CH:5]=[CH:4][CH:3]=1.O.[NH2:13][NH2:14].